From a dataset of Forward reaction prediction with 1.9M reactions from USPTO patents (1976-2016). Predict the product of the given reaction. (1) The product is: [ClH:5].[Br:6][C:7]1[CH:8]=[C:9]([C:13]2([CH:1]([CH3:3])[CH3:2])[C:21]3[C:22](=[CH:23][CH:24]=[CH:25][CH:26]=3)[C:27]([NH2:28])=[N:14]2)[CH:10]=[CH:11][CH:12]=1. Given the reactants [CH:1]([Mg][Cl:5])([CH3:3])[CH3:2].[Br:6][C:7]1[CH:8]=[C:9]([C:13]([C:21]2[CH:26]=[CH:25][CH:24]=[CH:23][C:22]=2[C:27]#[N:28])=[N:14]S(C(C)(C)C)=O)[CH:10]=[CH:11][CH:12]=1, predict the reaction product. (2) Given the reactants [C:1]([O:5][C:6]([N:8]([C:30]([O:32][C:33]([CH3:36])([CH3:35])[CH3:34])=[O:31])[C@H:9]([C:22]([O:24][CH:25]1[CH2:29][CH2:28][CH2:27][CH2:26]1)=[O:23])[CH2:10][CH2:11][C:12]([O:14]CC1C=CC=CC=1)=[O:13])=[O:7])([CH3:4])([CH3:3])[CH3:2], predict the reaction product. The product is: [C:1]([O:5][C:6]([N:8]([C:30]([O:32][C:33]([CH3:36])([CH3:35])[CH3:34])=[O:31])[C@H:9]([C:22]([O:24][CH:25]1[CH2:29][CH2:28][CH2:27][CH2:26]1)=[O:23])[CH2:10][CH2:11][C:12]([OH:14])=[O:13])=[O:7])([CH3:4])([CH3:3])[CH3:2]. (3) Given the reactants [F:1][C:2]([F:27])([F:26])[CH2:3][N:4]1[C:8]2[N:9]=[C:10]([C:19]3[CH:25]=[CH:24][C:22]([NH2:23])=[CH:21][CH:20]=3)[N:11]=[C:12]([N:13]3[CH2:18][CH2:17][O:16][CH2:15][CH2:14]3)[C:7]=2[CH:6]=[CH:5]1.ClC(Cl)(O[C:32](=[O:38])OC(Cl)(Cl)Cl)Cl.[CH2:40]([CH2:42][NH2:43])[OH:41], predict the reaction product. The product is: [OH:41][CH2:40][CH2:42][NH:43][C:32]([NH:23][C:22]1[CH:24]=[CH:25][C:19]([C:10]2[N:11]=[C:12]([N:13]3[CH2:18][CH2:17][O:16][CH2:15][CH2:14]3)[C:7]3[CH:6]=[CH:5][N:4]([CH2:3][C:2]([F:26])([F:1])[F:27])[C:8]=3[N:9]=2)=[CH:20][CH:21]=1)=[O:38]. (4) Given the reactants [C:1]([CH2:3][N:4]1[C:12]2[C:7](=[CH:8][CH:9]=[C:10]([C:13]([O:15][CH2:16][CH3:17])=[O:14])[CH:11]=2)[CH:6]=[C:5]1[C:18]([O:20][CH2:21][CH3:22])=[O:19])#[N:2].I[CH2:24][CH2:25][CH2:26]I.[Li+].C[Si]([N-][Si](C)(C)C)(C)C, predict the reaction product. The product is: [C:1]([C:3]1([N:4]2[C:12]3[C:7](=[CH:8][CH:9]=[C:10]([C:13]([O:15][CH2:16][CH3:17])=[O:14])[CH:11]=3)[CH:6]=[C:5]2[C:18]([O:20][CH2:21][CH3:22])=[O:19])[CH2:26][CH2:25][CH2:24]1)#[N:2]. (5) Given the reactants [N:1]1([C:7]([O:9][C:10]([CH3:13])([CH3:12])[CH3:11])=[O:8])[CH2:6][CH2:5][NH:4][CH2:3][CH2:2]1.[C:14](Cl)(=[O:17])[CH:15]=[CH2:16].CCN(C(C)C)C(C)C, predict the reaction product. The product is: [C:14]([N:4]1[CH2:5][CH2:6][N:1]([C:7]([O:9][C:10]([CH3:13])([CH3:12])[CH3:11])=[O:8])[CH2:2][CH2:3]1)(=[O:17])[CH:15]=[CH2:16]. (6) Given the reactants [NH2:1][C:2]1[N:3]=[C:4]([NH:20][C:21]2[CH:26]=[CH:25][C:24]([S:27](=[O:30])(=[O:29])[NH2:28])=[CH:23][CH:22]=2)[S:5][C:6]=1[C:7]([C:9]1[CH:19]=[CH:18][C:12]([C:13]([O:15]CC)=[O:14])=[CH:11][CH:10]=1)=[O:8].[OH-].[Na+].Cl, predict the reaction product. The product is: [NH2:1][C:2]1[N:3]=[C:4]([NH:20][C:21]2[CH:26]=[CH:25][C:24]([S:27](=[O:29])(=[O:30])[NH2:28])=[CH:23][CH:22]=2)[S:5][C:6]=1[C:7]([C:9]1[CH:10]=[CH:11][C:12]([C:13]([OH:15])=[O:14])=[CH:18][CH:19]=1)=[O:8]. (7) Given the reactants [CH3:1][O:2][C:3]1[C:10]([CH3:11])=[C:9]([O:12][CH3:13])[CH:8]=[CH:7][C:4]=1C=O.ClC1C=CC=C(C(OO)=[O:22])C=1.[OH-].[K+].Cl, predict the reaction product. The product is: [CH3:1][O:2][C:3]1[C:10]([CH3:11])=[C:9]([O:12][CH3:13])[CH:8]=[CH:7][C:4]=1[OH:22].